This data is from Retrosynthesis with 50K atom-mapped reactions and 10 reaction types from USPTO. The task is: Predict the reactants needed to synthesize the given product. (1) Given the product O=C1[C@H](CC[C@H](O)c2ccc(F)cc2)[C@@H](c2cccc(-c3ccc(O)cc3)c2)N1c1ccc(F)cc1, predict the reactants needed to synthesize it. The reactants are: O=C1[C@H](CC[C@H](O)c2ccc(F)cc2)[C@@H](c2cccc(Br)c2)N1c1ccc(F)cc1.OB(O)c1ccc(O)cc1. (2) Given the product CC1Oc2cc(N)c([N+](=O)[O-])cc2O1, predict the reactants needed to synthesize it. The reactants are: CC(=O)Nc1cc2c(cc1[N+](=O)[O-])OC(C)O2. (3) Given the product Cc1cccc(-c2cc(=O)oc3cc(CO)ccc23)c1, predict the reactants needed to synthesize it. The reactants are: Cc1cccc(-c2cc(=O)oc3cc(C(=O)O)ccc23)c1. (4) Given the product CCN(CC)C(=O)CCC(=O)O[C@@]1(C#Cc2cccc(C)c2)CCC[C@@H]2[C@H]1CCN2C(=O)OC, predict the reactants needed to synthesize it. The reactants are: CCN(CC)C(=O)CCC(=O)O.COC(=O)N1CC[C@H]2[C@@H]1CCC[C@]2(O)C#Cc1cccc(C)c1. (5) Given the product COC1COC2C(N=[N+]=[N-])COC12, predict the reactants needed to synthesize it. The reactants are: COC1COC2C(OS(C)(=O)=O)COC12.[N-]=[N+]=[N-].